This data is from Reaction yield outcomes from USPTO patents with 853,638 reactions. The task is: Predict the reaction yield, written as a fraction of the theoretical maximum amount of product (1.0 means a 100% yield; for example, 0.34 means a 34% yield). The reactants are [CH3:1][O:2][C:3]1[CH:4]=[C:5]2[C:10](=[CH:11][CH:12]=1)[CH:9]=[C:8]([C@H:13]([CH3:17])[C:14]([OH:16])=[O:15])[CH:7]=[CH:6]2.C([O-])(O)=O.[Na+].Br[CH2:24][C:25]([O:27][C:28]([CH3:31])([CH3:30])[CH3:29])=[O:26]. The catalyst is CN(C=O)C. The product is [CH3:1][O:2][C:3]1[CH:4]=[C:5]2[C:10](=[CH:11][CH:12]=1)[CH:9]=[C:8]([C@H:13]([CH3:17])[C:14]([O:16][CH2:24][C:25]([O:27][C:28]([CH3:31])([CH3:30])[CH3:29])=[O:26])=[O:15])[CH:7]=[CH:6]2. The yield is 1.00.